Regression. Given two drug SMILES strings and cell line genomic features, predict the synergy score measuring deviation from expected non-interaction effect. From a dataset of NCI-60 drug combinations with 297,098 pairs across 59 cell lines. (1) Drug 1: CC1C(C(CC(O1)OC2CC(CC3=C2C(=C4C(=C3O)C(=O)C5=C(C4=O)C(=CC=C5)OC)O)(C(=O)C)O)N)O.Cl. Drug 2: CC1C(C(CC(O1)OC2CC(OC(C2O)C)OC3=CC4=CC5=C(C(=O)C(C(C5)C(C(=O)C(C(C)O)O)OC)OC6CC(C(C(O6)C)O)OC7CC(C(C(O7)C)O)OC8CC(C(C(O8)C)O)(C)O)C(=C4C(=C3C)O)O)O)O. Cell line: HOP-92. Synergy scores: CSS=11.1, Synergy_ZIP=-4.96, Synergy_Bliss=-2.29, Synergy_Loewe=-9.80, Synergy_HSA=-1.03. (2) Drug 1: C1=NC2=C(N1)C(=S)N=C(N2)N. Drug 2: CC12CCC3C(C1CCC2O)C(CC4=C3C=CC(=C4)O)CCCCCCCCCS(=O)CCCC(C(F)(F)F)(F)F. Cell line: HCT-15. Synergy scores: CSS=30.2, Synergy_ZIP=-4.55, Synergy_Bliss=-5.60, Synergy_Loewe=-12.1, Synergy_HSA=-5.69. (3) Synergy scores: CSS=13.3, Synergy_ZIP=-3.19, Synergy_Bliss=0.396, Synergy_Loewe=-3.18, Synergy_HSA=-2.18. Cell line: SNB-19. Drug 2: COCCOC1=C(C=C2C(=C1)C(=NC=N2)NC3=CC=CC(=C3)C#C)OCCOC.Cl. Drug 1: C(CC(=O)O)C(=O)CN.Cl. (4) Drug 1: CCCS(=O)(=O)NC1=C(C(=C(C=C1)F)C(=O)C2=CNC3=C2C=C(C=N3)C4=CC=C(C=C4)Cl)F. Drug 2: CC(C)CN1C=NC2=C1C3=CC=CC=C3N=C2N. Cell line: HOP-92. Synergy scores: CSS=-1.52, Synergy_ZIP=-0.0576, Synergy_Bliss=1.63, Synergy_Loewe=0.913, Synergy_HSA=0.297.